Task: Predict which catalyst facilitates the given reaction.. Dataset: Catalyst prediction with 721,799 reactions and 888 catalyst types from USPTO (1) Reactant: [Cl:1][C:2]1[CH:7]=[CH:6][C:5]([CH:8]2[CH2:13][N:12]([CH2:14][C:15]([OH:17])=O)[C:11](=[O:18])[C:10]3[S:19][C:20]([N:22]4[CH2:27][CH2:26][O:25][CH2:24][CH2:23]4)=[CH:21][C:9]2=3)=[CH:4][CH:3]=1.O.O[N:30]1C2C=CC=CC=2N=N1.Cl.CN(C)CCCN=C=NCC.[NH4+].[OH-]. Product: [Cl:1][C:2]1[CH:7]=[CH:6][C:5]([CH:8]2[CH2:13][N:12]([CH2:14][C:15]([NH2:30])=[O:17])[C:11](=[O:18])[C:10]3[S:19][C:20]([N:22]4[CH2:27][CH2:26][O:25][CH2:24][CH2:23]4)=[CH:21][C:9]2=3)=[CH:4][CH:3]=1. The catalyst class is: 248. (2) Reactant: [F:1][C:2]1[C:3]([C:18]2[N:22]([CH:23]3[CH2:28][CH2:27][O:26][CH2:25][CH2:24]3)[C:21]([CH3:29])=[N:20][CH:19]=2)=[N:4][C:5]([NH:8][C:9]2[CH:17]=[CH:16][C:12]([C:13]([O-:15])=O)=[CH:11][CH:10]=2)=[N:6][CH:7]=1.[Li+].CN(C(ON1N=NC2C=CC=CC1=2)=[N+](C)C)C.F[P-](F)(F)(F)(F)F.[ClH:55].[F:56][CH:57]1[CH2:62][CH2:61][NH:60][CH2:59][CH2:58]1.CCN(C(C)C)C(C)C. Product: [ClH:55].[F:1][C:2]1[C:3]([C:18]2[N:22]([CH:23]3[CH2:24][CH2:25][O:26][CH2:27][CH2:28]3)[C:21]([CH3:29])=[N:20][CH:19]=2)=[N:4][C:5]([NH:8][C:9]2[CH:10]=[CH:11][C:12]([C:13]([N:60]3[CH2:61][CH2:62][CH:57]([F:56])[CH2:58][CH2:59]3)=[O:15])=[CH:16][CH:17]=2)=[N:6][CH:7]=1. The catalyst class is: 3.